This data is from Catalyst prediction with 721,799 reactions and 888 catalyst types from USPTO. The task is: Predict which catalyst facilitates the given reaction. The catalyst class is: 4. Product: [OH-:5].[NH4+:8].[NH2:8][C:9]12[CH2:16][CH2:15][C:12]([CH2:17][CH2:18][C:19]3[C:20]([F:36])=[CH:21][N:22]=[C:23]4[C:28]=3[N:27]=[C:26]([O:29][CH2:30][C:31]([O:33][CH2:34][CH3:35])=[O:32])[CH:25]=[CH:24]4)([CH2:13][CH2:14]1)[O:11][CH2:10]2. Reactant: C([O:5]C([NH:8][C:9]12[CH2:16][CH2:15][C:12]([CH2:17][CH2:18][C:19]3[C:20]([F:36])=[CH:21][N:22]=[C:23]4[C:28]=3[N:27]=[C:26]([O:29][CH2:30][C:31]([O:33][CH2:34][CH3:35])=[O:32])[CH:25]=[CH:24]4)([CH2:13][CH2:14]1)[O:11][CH2:10]2)=O)(C)(C)C.FC(F)(F)C(O)=O.